From a dataset of NCI-60 drug combinations with 297,098 pairs across 59 cell lines. Regression. Given two drug SMILES strings and cell line genomic features, predict the synergy score measuring deviation from expected non-interaction effect. (1) Drug 1: C1CCC(C1)C(CC#N)N2C=C(C=N2)C3=C4C=CNC4=NC=N3. Drug 2: CC1C(C(CC(O1)OC2CC(CC3=C2C(=C4C(=C3O)C(=O)C5=C(C4=O)C(=CC=C5)OC)O)(C(=O)C)O)N)O.Cl. Cell line: NCI-H460. Synergy scores: CSS=50.8, Synergy_ZIP=15.5, Synergy_Bliss=15.0, Synergy_Loewe=-24.7, Synergy_HSA=14.8. (2) Drug 1: CN(C)C1=NC(=NC(=N1)N(C)C)N(C)C. Drug 2: CS(=O)(=O)OCCCCOS(=O)(=O)C. Cell line: OVCAR-5. Synergy scores: CSS=1.32, Synergy_ZIP=-0.152, Synergy_Bliss=1.21, Synergy_Loewe=-4.83, Synergy_HSA=-2.68. (3) Drug 1: C1CCC(C1)C(CC#N)N2C=C(C=N2)C3=C4C=CNC4=NC=N3. Drug 2: CN(CCCl)CCCl.Cl. Cell line: MALME-3M. Synergy scores: CSS=10.7, Synergy_ZIP=-2.93, Synergy_Bliss=5.56, Synergy_Loewe=-2.09, Synergy_HSA=3.40. (4) Drug 1: CC(C1=C(C=CC(=C1Cl)F)Cl)OC2=C(N=CC(=C2)C3=CN(N=C3)C4CCNCC4)N. Drug 2: C1CNP(=O)(OC1)N(CCCl)CCCl. Cell line: SN12C. Synergy scores: CSS=4.95, Synergy_ZIP=-1.19, Synergy_Bliss=0.209, Synergy_Loewe=-19.9, Synergy_HSA=-2.09. (5) Drug 1: CC12CCC3C(C1CCC2O)C(CC4=C3C=CC(=C4)O)CCCCCCCCCS(=O)CCCC(C(F)(F)F)(F)F. Drug 2: CN(CCCl)CCCl.Cl. Cell line: HOP-62. Synergy scores: CSS=5.86, Synergy_ZIP=0.893, Synergy_Bliss=4.41, Synergy_Loewe=-5.20, Synergy_HSA=-1.60. (6) Drug 1: CCC1=CC2CC(C3=C(CN(C2)C1)C4=CC=CC=C4N3)(C5=C(C=C6C(=C5)C78CCN9C7C(C=CC9)(C(C(C8N6C)(C(=O)OC)O)OC(=O)C)CC)OC)C(=O)OC.C(C(C(=O)O)O)(C(=O)O)O. Drug 2: CCN(CC)CCNC(=O)C1=C(NC(=C1C)C=C2C3=C(C=CC(=C3)F)NC2=O)C. Cell line: HCT-15. Synergy scores: CSS=15.5, Synergy_ZIP=3.36, Synergy_Bliss=-1.47, Synergy_Loewe=-2.81, Synergy_HSA=-0.773.